From a dataset of Full USPTO retrosynthesis dataset with 1.9M reactions from patents (1976-2016). Predict the reactants needed to synthesize the given product. (1) Given the product [Cl:8][C:9]1[C:10]([NH:31][C@@H:32]2[C@@H:37]3[CH2:38][C@@H:34]([CH:35]=[CH:36]3)[C@@H:33]2[C:39]([NH2:41])=[O:40])=[C:11]2[N:17]=[C:16]([C:18]3[CH:23]=[CH:22][C:21]([N:62]4[CH2:67][CH2:66][O:65][CH2:64][CH2:63]4)=[CH:20][CH:19]=3)[NH:15][C:12]2=[N:13][CH:14]=1, predict the reactants needed to synthesize it. The reactants are: FC(F)(F)C(O)=O.[Cl:8][C:9]1[C:10]([NH:31][C@@H:32]2[C@@H:37]3[CH2:38][C@@H:34]([CH:35]=[CH:36]3)[C@@H:33]2[C:39]([NH2:41])=[O:40])=[C:11]2[N:17]=[C:16]([C:18]3[CH:23]=[CH:22][C:21](CN4CCOCC4)=[CH:20][CH:19]=3)[NH:15][C:12]2=[N:13][CH:14]=1.NC1C(N)=C(N[C@@H]2[C@@H]3C[C@@H](C=C3)[C@@H]2C(N)=O)C(Cl)=CN=1.[N:62]1(C2C=CC(C=O)=CC=2)[CH2:67][CH2:66][O:65][CH2:64][CH2:63]1. (2) Given the product [C:23]([N:1]1[CH2:5][CH2:4][C@H:3]([N:6]2[CH:10]=[C:9]([O:11][C:12]3[N:13]=[C:14]([OH:22])[C:15]4[CH:21]=[CH:20][N:19]=[CH:18][C:16]=4[N:17]=3)[CH:8]=[N:7]2)[CH2:2]1)(=[O:30])[C:24]1[CH:29]=[CH:28][CH:27]=[CH:26][CH:25]=1, predict the reactants needed to synthesize it. The reactants are: [NH:1]1[CH2:5][CH2:4][C@H:3]([N:6]2[CH:10]=[C:9]([O:11][C:12]3[N:13]=[C:14]([OH:22])[C:15]4[CH:21]=[CH:20][N:19]=[CH:18][C:16]=4[N:17]=3)[CH:8]=[N:7]2)[CH2:2]1.[C:23](Cl)(=[O:30])[C:24]1[CH:29]=[CH:28][CH:27]=[CH:26][CH:25]=1. (3) Given the product [CH2:1]([N:8]1[C:16]2[C:11](=[C:12]([C:23]3[CH:24]=[CH:25][C:20]([C:19]([F:30])([F:29])[F:18])=[CH:21][CH:22]=3)[CH:13]=[CH:14][CH:15]=2)[CH:10]=[CH:9]1)[C:2]1[CH:7]=[CH:6][CH:5]=[CH:4][CH:3]=1, predict the reactants needed to synthesize it. The reactants are: [CH2:1]([N:8]1[C:16]2[C:11](=[C:12](Br)[CH:13]=[CH:14][CH:15]=2)[CH:10]=[CH:9]1)[C:2]1[CH:7]=[CH:6][CH:5]=[CH:4][CH:3]=1.[F:18][C:19]([F:30])([F:29])[C:20]1[CH:25]=[CH:24][C:23](B(O)O)=[CH:22][CH:21]=1.ClCCl.C(=O)([O-])[O-].[K+].[K+]. (4) Given the product [O:3]1[CH2:8][CH2:7][C:6](=[CH:12][C:11]([CH3:21])=[O:10])[CH2:5][CH2:4]1, predict the reactants needed to synthesize it. The reactants are: [OH-].[K+].[O:3]1[CH2:8][CH2:7][C:6](=O)[CH2:5][CH2:4]1.[O:10]=[C:11]([CH3:21])[CH2:12]P(=O)(OCC)OCC. (5) Given the product [NH2:37][C:35]1[CH:34]=[CH:33][C:3]([O:4][C:5]2[CH:10]=[CH:9][N:8]=[C:7]3[CH:11]=[C:12]([C:14]4[N:15]([CH3:32])[C:16]([CH2:19][N:20]([CH2:28][CH2:29][O:30][CH3:31])[C:21](=[O:27])[O:22][C:23]([CH3:26])([CH3:25])[CH3:24])=[CH:17][N:18]=4)[S:13][C:6]=23)=[C:2]([F:1])[CH:36]=1, predict the reactants needed to synthesize it. The reactants are: [F:1][C:2]1[CH:36]=[C:35]([N+:37]([O-])=O)[CH:34]=[CH:33][C:3]=1[O:4][C:5]1[CH:10]=[CH:9][N:8]=[C:7]2[CH:11]=[C:12]([C:14]3[N:15]([CH3:32])[C:16]([CH2:19][N:20]([CH2:28][CH2:29][O:30][CH3:31])[C:21](=[O:27])[O:22][C:23]([CH3:26])([CH3:25])[CH3:24])=[CH:17][N:18]=3)[S:13][C:6]=12.[Cl-].[NH4+]. (6) Given the product [OH:1][C@H:2]([C:9]1[N:10]=[C:11]([C:14](=[N:21][NH:20][C:17](=[O:19])[CH3:18])[CH3:15])[NH:12][CH:13]=1)[C@H:3]([OH:8])[C@H:4]([OH:7])[CH2:5][OH:6], predict the reactants needed to synthesize it. The reactants are: [OH:1][C@H:2]([C:9]1[N:10]=[C:11]([C:14](=O)[CH3:15])[NH:12][CH:13]=1)[C@H:3]([OH:8])[C@H:4]([OH:7])[CH2:5][OH:6].[C:17]([NH:20][NH2:21])(=[O:19])[CH3:18].